From a dataset of Catalyst prediction with 721,799 reactions and 888 catalyst types from USPTO. Predict which catalyst facilitates the given reaction. (1) Reactant: [CH3:1][O:2][C:3]1[CH:12]=[CH:11][C:10]2[C:5](=[C:6]([OH:13])[CH:7]=[CH:8][CH:9]=2)[N:4]=1.Br[CH2:15][C:16]([O:18][CH2:19][CH3:20])=[O:17].C([O-])([O-])=O.[K+].[K+]. Product: [CH3:1][O:2][C:3]1[CH:12]=[CH:11][C:10]2[C:5](=[C:6]([O:13][CH2:15][C:16]([O:18][CH2:19][CH3:20])=[O:17])[CH:7]=[CH:8][CH:9]=2)[N:4]=1. The catalyst class is: 23. (2) Reactant: [Cl:1][C:2]1[N:3]=[CH:4][CH:5]=[C:6]2[CH:10]=[C:9]([CH3:11])[N:8](S(C3C=CC=CC=3)(=O)=O)[C:7]=12.[OH-].[Na+]. Product: [Cl:1][C:2]1[N:3]=[CH:4][CH:5]=[C:6]2[CH:10]=[C:9]([CH3:11])[NH:8][C:7]=12. The catalyst class is: 8. (3) Reactant: [F:1][C:2]1[CH:7]=[C:6]([I:8])[CH:5]=[CH:4][C:3]=1[NH:9][C:10]1[CH:18]=[N:17][CH:16]=[CH:15][C:11]=1[C:12]([OH:14])=O.C(N1C=CN=C1)(N1C=CN=C1)=O.[NH2:31][CH:32]1[CH2:37][CH2:36][CH2:35][CH:34]([OH:38])[CH:33]1[OH:39]. Product: [OH:39][CH:33]1[CH:34]([OH:38])[CH2:35][CH2:36][CH2:37][CH:32]1[NH:31][C:12](=[O:14])[C:11]1[CH:15]=[CH:16][N:17]=[CH:18][C:10]=1[NH:9][C:3]1[CH:4]=[CH:5][C:6]([I:8])=[CH:7][C:2]=1[F:1]. The catalyst class is: 16. (4) Reactant: [OH-].[Na+].[SH:3][C:4]1[CH:12]=[CH:11][CH:10]=[CH:9][C:5]=1[C:6]([OH:8])=[O:7].I[CH2:14][CH3:15]. Product: [CH2:14]([S:3][C:4]1[CH:12]=[CH:11][CH:10]=[CH:9][C:5]=1[C:6]([OH:8])=[O:7])[CH3:15]. The catalyst class is: 8.